Task: Predict which catalyst facilitates the given reaction.. Dataset: Catalyst prediction with 721,799 reactions and 888 catalyst types from USPTO (1) Reactant: CS(O[CH2:6][C@H:7]1[O:12][CH2:11][C@@H:10]([C:13]2[CH:18]=[CH:17][CH:16]=[CH:15][CH:14]=2)[N:9]([C:19]2[CH:20]=[CH:21][C:22]3[O:23][CH2:24][C:25](=[O:29])[NH:26][C:27]=3[N:28]=2)[CH2:8]1)(=O)=O.[C-:30]#[N:31].[Na+]. Product: [O:29]=[C:25]1[CH2:24][O:23][C:22]2[CH:21]=[CH:20][C:19]([N:9]3[C@H:10]([C:13]4[CH:14]=[CH:15][CH:16]=[CH:17][CH:18]=4)[CH2:11][O:12][C@H:7]([CH2:6][C:30]#[N:31])[CH2:8]3)=[N:28][C:27]=2[NH:26]1. The catalyst class is: 9. (2) Reactant: [CH3:1][O:2][C:3](=[O:30])[C:4](=[C:16]1[CH2:21][CH2:20][CH:19]([NH:22][C:23]([O:25][C:26]([CH3:29])([CH3:28])[CH3:27])=[O:24])[CH2:18][CH2:17]1)[NH:5]C(OCC1C=CC=CC=1)=O. Product: [NH2:5][CH:4]([CH:16]1[CH2:21][CH2:20][CH:19]([NH:22][C:23]([O:25][C:26]([CH3:29])([CH3:28])[CH3:27])=[O:24])[CH2:18][CH2:17]1)[C:3]([O:2][CH3:1])=[O:30]. The catalyst class is: 19. (3) Reactant: [O:1]=[C:2]1[C:8]2[CH:9]=[CH:10][CH:11]=[CH:12][C:7]=2[O:6][C:5]2[CH:13]=[CH:14][CH:15]=[CH:16][C:4]=2[N:3]1[CH2:17][C:18]1[CH:23]=[CH:22][C:21](/[CH:24]=[CH:25]/[C:26]([O:28][CH2:29][CH3:30])=[O:27])=[CH:20][CH:19]=1.[H][H]. Product: [O:1]=[C:2]1[C:8]2[CH:9]=[CH:10][CH:11]=[CH:12][C:7]=2[O:6][C:5]2[CH:13]=[CH:14][CH:15]=[CH:16][C:4]=2[N:3]1[CH2:17][C:18]1[CH:19]=[CH:20][C:21]([CH2:24][CH2:25][C:26]([O:28][CH2:29][CH3:30])=[O:27])=[CH:22][CH:23]=1. The catalyst class is: 29. (4) Reactant: [NH2:1][CH2:2][C@H:3]([OH:5])[CH3:4].[O:6]=[C:7]1[CH:12]=[CH:11][C:10]([C:13]([O:15][CH3:16])=[O:14])=[CH:9]O1. Product: [OH:5][C@H:3]([CH3:4])[CH2:2][N:1]1[C:7](=[O:6])[CH:12]=[CH:11][C:10]([C:13]([O:15][CH3:16])=[O:14])=[CH:9]1. The catalyst class is: 5. (5) Reactant: [C:1]([O-:4])([O-])=O.[Cs+].[Cs+].[CH2:7]([O:14][C:15]1[CH:16]=[C:17](O)[C:18]2[C:19](=[O:31])[C:20]3[C:25]([O:26][C:27]=2[CH:28]=1)=[C:24]([O:29][CH3:30])[CH:23]=[CH:22][CH:21]=3)[C:8]1[CH:13]=[CH:12][CH:11]=[CH:10][CH:9]=1.CI.CCO. Product: [CH2:7]([O:14][C:15]1[CH:16]=[C:17]([O:4][CH3:1])[C:18]2[C:19](=[O:31])[C:20]3[C:25]([O:26][C:27]=2[CH:28]=1)=[C:24]([O:29][CH3:30])[CH:23]=[CH:22][CH:21]=3)[C:8]1[CH:13]=[CH:12][CH:11]=[CH:10][CH:9]=1. The catalyst class is: 3.